From a dataset of Reaction yield outcomes from USPTO patents with 853,638 reactions. Predict the reaction yield, written as a fraction of the theoretical maximum amount of product (1.0 means a 100% yield; for example, 0.34 means a 34% yield). The reactants are [CH2:1](Br)[CH2:2][CH3:3].[CH:5]1(Br)[CH2:10][CH2:9][CH2:8][CH2:7][CH2:6]1. No catalyst specified. The product is [CH:2]1([CH:3]2[C:6]3[CH:7]=[CH:8][CH:9]=[CH:10][C:5]=3[C:5]3[C:6]2=[CH:7][CH:8]=[CH:9][CH:10]=3)[CH2:7][CH2:6][CH2:5][CH2:10][CH2:1]1. The yield is 0.200.